From a dataset of Forward reaction prediction with 1.9M reactions from USPTO patents (1976-2016). Predict the product of the given reaction. (1) Given the reactants [NH2:1][C@H:2]([CH2:13][OH:14])[C:3]([NH:5][CH2:6][C:7]1[CH:12]=[CH:11][CH:10]=[CH:9][CH:8]=1)=[O:4].[C:15](O[C:15]([O:17][C:18]([CH3:21])([CH3:20])[CH3:19])=[O:16])([O:17][C:18]([CH3:21])([CH3:20])[CH3:19])=[O:16], predict the reaction product. The product is: [CH2:6]([NH:5][C:3](=[O:4])[C@H:2]([NH:1][C:15](=[O:16])[O:17][C:18]([CH3:21])([CH3:20])[CH3:19])[CH2:13][OH:14])[C:7]1[CH:12]=[CH:11][CH:10]=[CH:9][CH:8]=1. (2) Given the reactants [Cl:1][C:2]1[CH:7]=[CH:6][C:5]([C:8]2[N:12]([C:13]3[CH:18]=[CH:17][C:16]([Cl:19])=[CH:15][C:14]=3[Cl:20])[N:11]=[C:10]([C:21]([OH:23])=O)[C:9]=2[CH3:24])=[CH:4][CH:3]=1.[C:25]([NH:30][NH2:31])(=[O:29])[CH2:26][CH2:27][CH3:28].CCN=C=NCCCN(C)C.Cl, predict the reaction product. The product is: [C:25]([NH:30][NH:31][C:21]([C:10]1[C:9]([CH3:24])=[C:8]([C:5]2[CH:4]=[CH:3][C:2]([Cl:1])=[CH:7][CH:6]=2)[N:12]([C:13]2[CH:18]=[CH:17][C:16]([Cl:19])=[CH:15][C:14]=2[Cl:20])[N:11]=1)=[O:23])(=[O:29])[CH2:26][CH2:27][CH3:28]. (3) Given the reactants [NH2:1][C:2]1[CH:10]=[CH:9][C:5]2[NH:6][CH:7]=[N:8][C:4]=2[CH:3]=1.[N:11]([C:14]1[CH:19]=[C:18]([O:20][CH3:21])[CH:17]=[C:16]([O:22][CH3:23])[CH:15]=1)=[C:12]=[S:13], predict the reaction product. The product is: [NH:6]1[C:5]2[CH:9]=[CH:10][C:2]([NH:1][C:12]([NH:11][C:14]3[CH:15]=[C:16]([O:22][CH3:23])[CH:17]=[C:18]([O:20][CH3:21])[CH:19]=3)=[S:13])=[CH:3][C:4]=2[N:8]=[CH:7]1. (4) Given the reactants [OH:1][C@H:2]([CH3:23])[CH2:3][N:4]1[C:12]([C:13]2[CH:18]=[CH:17][CH:16]=[CH:15][CH:14]=2)=[C:11]2[C:6]([N:7]([CH3:22])[C:8](=[O:21])[N:9]([CH3:20])[C:10]2=[O:19])=[CH:5]1.C(N(CC)CC)C.[CH3:31][S:32](Cl)(=[O:34])=[O:33].C([O-])([O-])=O.[K+].[K+], predict the reaction product. The product is: [CH3:31][S:32]([O:1][C@H:2]([CH3:23])[CH2:3][N:4]1[C:12]([C:13]2[CH:18]=[CH:17][CH:16]=[CH:15][CH:14]=2)=[C:11]2[C:6]([N:7]([CH3:22])[C:8](=[O:21])[N:9]([CH3:20])[C:10]2=[O:19])=[CH:5]1)(=[O:34])=[O:33]. (5) The product is: [Cl:1][C:2]1[CH:3]=[N:4][C:5]2[C:10]([CH:11]=1)=[CH:9][C:8]([CH2:12][C:13]1[CH:14]=[C:15]([CH:19]=[CH:20][N:21]=1)[C:16]([NH:30][CH2:28][C:56]1[C:55]3[C:59](=[CH:60][CH:61]=[C:53]([Cl:52])[CH:54]=3)[NH:58][N:57]=1)=[O:18])=[CH:7][C:6]=2[C:22]#[N:23]. Given the reactants [Cl:1][C:2]1[CH:3]=[N:4][C:5]2[C:10]([CH:11]=1)=[CH:9][C:8]([CH2:12][C:13]1[CH:14]=[C:15]([CH:19]=[CH:20][N:21]=1)[C:16]([OH:18])=O)=[CH:7][C:6]=2[C:22]#[N:23].C1C=CC2N(O)N=[N:30][C:28]=2C=1.CCN=C=NCCCN(C)C.CCN(CC)CC.[Cl:52][C:53]1[CH:54]=[C:55]2[C:59](=[CH:60][CH:61]=1)[NH:58][N:57]=[C:56]2NC, predict the reaction product. (6) Given the reactants ClC1SN=C(SC)N=1.ClC1C=CC=C(C(OO)=O)C=1.Cl[C:21]1[S:25][N:24]=[C:23]([S:26]([CH3:29])(=[O:28])=[O:27])[N:22]=1.Cl[C:31]1[S:35][N:34]=[C:33]([S:36]([CH3:38])=[O:37])[N:32]=1.[NH:39]1[CH2:44][CH2:43][S:42][CH2:41][CH2:40]1, predict the reaction product. The product is: [CH3:29][S:26]([C:23]1[N:22]=[C:21]([N:39]2[CH2:44][CH2:43][S:42][CH2:41][CH2:40]2)[S:25][N:24]=1)(=[O:28])=[O:27].[CH3:38][S:36]([C:33]1[N:32]=[C:31]([N:39]2[CH2:44][CH2:43][S:42][CH2:41][CH2:40]2)[S:35][N:34]=1)=[O:37].